From a dataset of Full USPTO retrosynthesis dataset with 1.9M reactions from patents (1976-2016). Predict the reactants needed to synthesize the given product. (1) Given the product [CH3:1][C:2]1[N:7]=[C:6](/[C:8](=[N:10]/[O:11][CH2:12][CH2:13][CH2:14][C:15]2[N:20]=[C:19]([CH:21]=[O:22])[CH:18]=[CH:17][CH:16]=2)/[CH3:9])[CH:5]=[CH:4][CH:3]=1, predict the reactants needed to synthesize it. The reactants are: [CH3:1][C:2]1[N:7]=[C:6](/[C:8](=[N:10]/[O:11][CH2:12][C:13]#[C:14][C:15]2[N:20]=[C:19]([CH:21]=[O:22])[CH:18]=[CH:17][CH:16]=2)/[CH3:9])[CH:5]=[CH:4][CH:3]=1. (2) Given the product [C:1]([N:5]1[C:9](=[O:10])[C:8]([NH:40][CH2:39][CH2:38][CH2:37][N:33]2[C:34]([CH3:36])=[CH:35][C:31]([CH3:30])=[N:32]2)=[C:7]([C:12]2[CH:17]=[CH:16][CH:15]=[CH:14][CH:13]=2)[S:6]1(=[O:19])=[O:18])([CH3:4])([CH3:3])[CH3:2], predict the reactants needed to synthesize it. The reactants are: [C:1]([N:5]1[C:9](=[O:10])[C:8](Cl)=[C:7]([C:12]2[CH:17]=[CH:16][CH:15]=[CH:14][CH:13]=2)[S:6]1(=[O:19])=[O:18])([CH3:4])([CH3:3])[CH3:2].C(C(C(C(O)=O)O)O)(O)=O.[CH3:30][C:31]1[CH:35]=[C:34]([CH3:36])[N:33]([CH2:37][CH2:38][CH2:39][NH2:40])[N:32]=1.C(N(CC)CC)C. (3) Given the product [F:26][C:20]1[C:21]([F:25])=[CH:22][CH:23]=[CH:24][C:19]=1[CH2:18][S:17][C:7]1[N:8]=[C:9]([NH:10][C:11]([CH3:16])([CH2:14][OH:15])[CH2:12][OH:13])[C:4]2[S:3][C:2]([O:28][CH3:31])=[N:27][C:5]=2[N:6]=1, predict the reactants needed to synthesize it. The reactants are: Cl[C:2]1[S:3][C:4]2[C:9]([NH:10][C:11]([CH3:16])([CH2:14][OH:15])[CH2:12][OH:13])=[N:8][C:7]([S:17][CH2:18][C:19]3[CH:24]=[CH:23][CH:22]=[C:21]([F:25])[C:20]=3[F:26])=[N:6][C:5]=2[N:27]=1.[OH-:28].[K+].O.[CH3:31]O. (4) Given the product [CH3:8][CH:6]([CH2:5][CH2:4][CH2:3][C@H:2]([C@@H:9]1[C@:13]2([CH3:28])[C@H:12]([C@H:17]3[C@H:16]([CH2:15][CH2:14]2)[C@:25]2([CH3:26])[C:20]([CH2:21][C@H:22]([CH2:23][CH2:24]2)[OH:27])=[CH:19][CH2:18]3)[CH2:11][CH2:10]1)[CH3:1])[CH3:7], predict the reactants needed to synthesize it. The reactants are: [CH3:1][C@@H:2]([C@@H:9]1[C@@:13]2([CH3:28])[CH2:14][CH2:15][CH2:16]/[C:17](=[CH:18]\[CH:19]=[C:20]3\[CH2:21][C@@H:22]([OH:27])[CH2:23][CH2:24][C:25]\3=[CH2:26])/[C@@H:12]2[CH2:11][CH2:10]1)[CH2:3][CH2:4][CH2:5][CH:6]([CH3:8])[CH3:7].C(Cl)(Cl)Cl.CCOCC.CC(C)=O. (5) Given the product [O:24]=[C:20]1[C:19]([C:25](=[O:27])[NH:28][C:29]2[CH:34]=[CH:33][CH:32]=[CH:31][CH:30]=2)=[CH:18][C:17]2[C:22](=[CH:23][C:14]([N:11]3[CH2:10][CH2:9][N:8]([C:6]([O:5][C:1]([CH3:4])([CH3:3])[CH3:2])=[O:7])[CH2:13][CH2:12]3)=[CH:15][CH:16]=2)[O:21]1, predict the reactants needed to synthesize it. The reactants are: [C:1]([O:5][C:6]([N:8]1[CH2:13][CH2:12][N:11]([C:14]2[CH:23]=[C:22]3[C:17]([CH:18]=[C:19]([C:25]([OH:27])=O)[C:20](=[O:24])[O:21]3)=[CH:16][CH:15]=2)[CH2:10][CH2:9]1)=[O:7])([CH3:4])([CH3:3])[CH3:2].[NH2:28][C:29]1[CH:34]=[CH:33][CH:32]=[CH:31][CH:30]=1.F[P-](F)(F)(F)(F)F.N1(O[P+](N2CCCC2)(N2CCCC2)N2CCCC2)C2C=CC=CC=2N=N1.C(N(CC)CC)C. (6) Given the product [F:1][C:2]1[C:3]([O:8][CH3:9])=[CH:4][CH:5]=[CH:6][C:7]=1[CH:18]=[O:19], predict the reactants needed to synthesize it. The reactants are: [F:1][C:2]1[CH:7]=[CH:6][CH:5]=[CH:4][C:3]=1[O:8][CH3:9].C([Li])CCC.CN([CH:18]=[O:19])C.O. (7) Given the product [Cl:12][C:13]1[CH:18]=[C:17]([O:19][CH3:20])[C:16]([N+:8]([O-:11])=[O:9])=[CH:15][C:14]=1[CH3:21], predict the reactants needed to synthesize it. The reactants are: C(OC(=O)C)(=O)C.[N+:8]([O-:11])(O)=[O:9].[Cl:12][C:13]1[CH:18]=[C:17]([O:19][CH3:20])[CH:16]=[CH:15][C:14]=1[CH3:21].